This data is from Reaction yield outcomes from USPTO patents with 853,638 reactions. The task is: Predict the reaction yield, written as a fraction of the theoretical maximum amount of product (1.0 means a 100% yield; for example, 0.34 means a 34% yield). (1) The reactants are [F:1][C:2]1[C:3]([NH:12][C:13]2[CH:18]=[CH:17][C:16]([C:19]#[C:20][CH2:21][O:22][CH3:23])=[CH:15][C:14]=2[F:24])=[C:4]([CH:8]=[CH:9][C:10]=1[F:11])[C:5]([OH:7])=[O:6]. The catalyst is C(O)C.[Pd]. The product is [F:1][C:2]1[C:3]([NH:12][C:13]2[CH:18]=[CH:17][C:16]([CH2:19][CH2:20][CH2:21][O:22][CH3:23])=[CH:15][C:14]=2[F:24])=[C:4]([CH:8]=[CH:9][C:10]=1[F:11])[C:5]([OH:7])=[O:6]. The yield is 0.650. (2) The reactants are Cl.[Cl:2][C:3]1[CH:9]=[CH:8][C:6]([OH:7])=[CH:5][C:4]=1[OH:10].C[CH2:12][OH:13]. The catalyst is [C-]#N.[C-]#N.[Zn+2]. The product is [OH:7][C:6]1[CH:5]=[C:4]([OH:10])[C:3]([Cl:2])=[CH:9][C:8]=1[CH:12]=[O:13]. The yield is 0.115. (3) The product is [CH3:1][O:2][C:3]1[CH:4]=[CH:5][C:6]([CH2:7][N:8]2[C:13]3[S:14][C:15]4[CH2:20][N:19]([C:28]5[CH:33]=[CH:32][CH:31]=[CH:30][N:29]=5)[CH2:18][CH2:17][C:16]=4[C:12]=3[C:11]3=[N:21][CH:22]=[N:23][N:10]3[C:9]2=[O:24])=[CH:25][CH:26]=1. The yield is 0.390. The catalyst is CN(C=O)C. The reactants are [CH3:1][O:2][C:3]1[CH:26]=[CH:25][C:6]([CH2:7][N:8]2[C:13]3[S:14][C:15]4[CH2:20][NH:19][CH2:18][CH2:17][C:16]=4[C:12]=3[C:11]3=[N:21][CH:22]=[N:23][N:10]3[C:9]2=[O:24])=[CH:5][CH:4]=1.F[C:28]1[CH:33]=[CH:32][CH:31]=[CH:30][N:29]=1.